From a dataset of Reaction yield outcomes from USPTO patents with 853,638 reactions. Predict the reaction yield, written as a fraction of the theoretical maximum amount of product (1.0 means a 100% yield; for example, 0.34 means a 34% yield). (1) The reactants are [F:1][C:2]1[CH:3]=[C:4]([CH2:9][C:10]([C:12]2[CH:17]=[CH:16][CH:15]=[CH:14][C:13]=2[OH:18])=[O:11])[CH:5]=[C:6]([F:8])[CH:7]=1.[C:19](OC(=O)CC)(=O)[CH2:20][CH3:21].Cl. The catalyst is C(N(CC)CC)C. The product is [F:1][C:2]1[CH:3]=[C:4]([C:9]2[C:10](=[O:11])[C:12]3[C:13](=[CH:14][CH:15]=[CH:16][CH:17]=3)[O:18][C:19]=2[CH2:20][CH3:21])[CH:5]=[C:6]([F:8])[CH:7]=1. The yield is 0.720. (2) The yield is 0.980. The product is [CH2:16]([NH:15][C:13]1[NH:12][N:11]=[C:10]([NH:9][C:4]2[CH:5]=[C:6]([Cl:8])[CH:7]=[C:2]([Cl:1])[CH:3]=2)[N:14]=1)[C:17]1[CH:22]=[CH:21][CH:20]=[CH:19][CH:18]=1. The reactants are [Cl:1][C:2]1[CH:3]=[C:4]([NH:9][C:10]2[N:14]=[C:13]([NH2:15])[NH:12][N:11]=2)[CH:5]=[C:6]([Cl:8])[CH:7]=1.[CH:16](=O)[C:17]1[CH:22]=[CH:21][CH:20]=[CH:19][CH:18]=1.[BH4-].[Na+]. The catalyst is CO. (3) The reactants are Br[C:2]1[C:6]([CH3:7])=[C:5]([C:8]2[CH:13]=[CH:12][C:11]([Cl:14])=[CH:10][CH:9]=2)[NH:4][C:3]=1[C:15](=[O:18])[CH2:16][CH3:17].C(O)C.[NH2:22][S:23]([C:26]1[CH:31]=[CH:30][C:29](B(O)O)=[CH:28][CH:27]=1)(=[O:25])=[O:24].C(=O)([O-])[O-].[K+].[K+]. The catalyst is C1(C)C=CC=CC=1.C1C=CC([P]([Pd]([P](C2C=CC=CC=2)(C2C=CC=CC=2)C2C=CC=CC=2)([P](C2C=CC=CC=2)(C2C=CC=CC=2)C2C=CC=CC=2)[P](C2C=CC=CC=2)(C2C=CC=CC=2)C2C=CC=CC=2)(C2C=CC=CC=2)C2C=CC=CC=2)=CC=1. The product is [Cl:14][C:11]1[CH:12]=[CH:13][C:8]([C:5]2[NH:4][C:3]([C:15](=[O:18])[CH2:16][CH3:17])=[C:2]([C:29]3[CH:30]=[CH:31][C:26]([S:23]([NH2:22])(=[O:25])=[O:24])=[CH:27][CH:28]=3)[C:6]=2[CH3:7])=[CH:9][CH:10]=1. The yield is 0.0665. (4) The reactants are [CH2:1]([C:5]1[N:6]=[C:7]([CH3:35])[N:8]([CH2:31][C:32]([OH:34])=O)[C:9](=[O:30])[C:10]=1[CH2:11][C:12]1[CH:17]=[CH:16][C:15]([C:18]2[CH:23]=[CH:22][CH:21]=[CH:20][C:19]=2[C:24]2[NH:28][C:27](=[O:29])[O:26][N:25]=2)=[CH:14][CH:13]=1)[CH2:2][CH2:3][CH3:4].[NH:36]1[CH2:41][CH2:40][O:39][CH2:38][CH2:37]1.ON1C2C=CC=CC=2N=N1.Cl.C(N=C=NCCCN(C)C)C. The catalyst is C(OCC)(=O)C.CN(C)C=O. The product is [CH2:1]([C:5]1[N:6]=[C:7]([CH3:35])[N:8]([CH2:31][C:32]([N:36]2[CH2:41][CH2:40][O:39][CH2:38][CH2:37]2)=[O:34])[C:9](=[O:30])[C:10]=1[CH2:11][C:12]1[CH:17]=[CH:16][C:15]([C:18]2[CH:23]=[CH:22][CH:21]=[CH:20][C:19]=2[C:24]2[NH:28][C:27](=[O:29])[O:26][N:25]=2)=[CH:14][CH:13]=1)[CH2:2][CH2:3][CH3:4]. The yield is 0.590. (5) The reactants are [N:1]([C@@H:4]([CH3:19])[CH2:5][N:6]1[C:10]2=[C:11]3[C:16](=[CH:17][CH:18]=[C:9]2[CH:8]=[CH:7]1)[N:15]=[CH:14][CH:13]=[CH:12]3)=[N+]=[N-].C(O)C.[OH-].[Na+].[C:25](O[C:25]([O:27][C:28]([CH3:31])([CH3:30])[CH3:29])=[O:26])([O:27][C:28]([CH3:31])([CH3:30])[CH3:29])=[O:26]. The catalyst is [Pt](=O)=O.O.CC(O)(C)C. The product is [C:28]([O:27][C:25]([NH:1][C@@H:4]([CH3:19])[CH2:5][N:6]1[C:10]2=[C:11]3[C:16](=[CH:17][CH:18]=[C:9]2[CH:8]=[CH:7]1)[N:15]=[CH:14][CH:13]=[CH:12]3)=[O:26])([CH3:31])([CH3:30])[CH3:29]. The yield is 0.530. (6) The reactants are [O:1]1[C:5]2[CH:6]=[C:7]([C:10]3([C:13]([OH:15])=[O:14])[CH2:12][CH2:11]3)[CH:8]=[CH:9][C:4]=2[CH:3]=[CH:2]1. The catalyst is CO.O=[Pt]=O. The product is [O:1]1[C:5]2[CH:6]=[C:7]([C:10]3([C:13]([OH:15])=[O:14])[CH2:12][CH2:11]3)[CH:8]=[CH:9][C:4]=2[CH2:3][CH2:2]1. The yield is 0.420. (7) The reactants are [O:1]1[CH2:6][CH2:5]OCC1.[Se](=O)=O.[F:10][C:11]1[CH:16]=[CH:15][C:14]([NH:17][C:18]2[N:19]([CH3:34])[C:20]3[C:29]4[C:28](=[O:30])[NH:27][C:26](C)=[C:25](C)[C:24]=4[CH:23]=[CH:22][C:21]=3[N:33]=2)=[C:13]([CH3:35])[CH:12]=1.[Se]. The catalyst is CO.O. The product is [F:10][C:11]1[CH:16]=[CH:15][C:14]([NH:17][C:18]2[N:19]([CH3:34])[C:20]3[C:29]4[C:28](=[O:30])[NH:27][C:5]([CH:6]=[O:1])=[C:25]([CH3:26])[C:24]=4[CH:23]=[CH:22][C:21]=3[N:33]=2)=[C:13]([CH3:35])[CH:12]=1. The yield is 0.610. (8) The reactants are [S:1]1[CH:5]=[CH:4][N:3]=[C:2]1[NH:6][S:7]([C:10]1[CH:11]=[C:12]2[C:16](=[CH:17][CH:18]=1)[NH:15][CH2:14][CH2:13]2)(=[O:9])=[O:8].C(N(CC)CC)C.[Cl:26][CH2:27][C:28](Cl)=[O:29].CC#N. The catalyst is CN(C=O)C. The product is [S:1]1[CH:5]=[CH:4][N:3]=[C:2]1[NH:6][S:7]([C:10]1[CH:11]=[C:12]2[C:16](=[CH:17][CH:18]=1)[N:15]([C:28](=[O:29])[CH2:27][Cl:26])[CH2:14][CH2:13]2)(=[O:9])=[O:8]. The yield is 0.700.